From a dataset of Forward reaction prediction with 1.9M reactions from USPTO patents (1976-2016). Predict the product of the given reaction. (1) The product is: [Cl:12][C:5]1[CH:4]=[C:3]([F:13])[C:2]([NH:1][S:23]([C:22]([F:35])([F:34])[F:21])(=[O:25])=[O:24])=[CH:11][C:6]=1[C:7]([O:9][CH3:10])=[O:8]. Given the reactants [NH2:1][C:2]1[C:3]([F:13])=[CH:4][C:5]([Cl:12])=[C:6]([CH:11]=1)[C:7]([O:9][CH3:10])=[O:8].CCN(CC)CC.[F:21][C:22]([F:35])([F:34])[S:23](O[S:23]([C:22]([F:35])([F:34])[F:21])(=[O:25])=[O:24])(=[O:25])=[O:24], predict the reaction product. (2) The product is: [ClH:32].[NH2:24][C@@H:20]1[CH2:21][CH2:22][CH2:23][N:18]([C:3]2[C:2]([Br:1])=[CH:7][N:6]=[C:5]3[NH:8][CH:9]=[C:10]([NH:11][C:12](=[O:17])[CH2:13][CH:14]4[CH2:15][CH2:16]4)[C:4]=23)[CH2:19]1. Given the reactants [Br:1][C:2]1[C:3]([N:18]2[CH2:23][CH2:22][CH2:21][C@@H:20]([NH:24]C(=O)OC(C)(C)C)[CH2:19]2)=[C:4]2[C:10]([NH:11][C:12](=[O:17])[CH2:13][CH:14]3[CH2:16][CH2:15]3)=[CH:9][NH:8][C:5]2=[N:6][CH:7]=1.[ClH:32], predict the reaction product. (3) The product is: [CH2:1]([O:3][C:4](=[O:30])[CH2:5][N:6]([CH2:7][C:8]1[CH:13]=[CH:12][CH:11]=[C:10]([CH2:14][O:15][C:16]2[CH:21]=[CH:20][C:19]([C:22]3[CH:27]=[CH:26][C:25]([F:28])=[CH:24][C:23]=3[F:29])=[CH:18][CH:17]=2)[CH:9]=1)[C:37]([C:33]1[N:32]([CH3:31])[CH:36]=[CH:35][N:34]=1)=[O:38])[CH3:2]. Given the reactants [CH2:1]([O:3][C:4](=[O:30])[CH2:5][NH:6][CH2:7][C:8]1[CH:13]=[CH:12][CH:11]=[C:10]([CH2:14][O:15][C:16]2[CH:21]=[CH:20][C:19]([C:22]3[CH:27]=[CH:26][C:25]([F:28])=[CH:24][C:23]=3[F:29])=[CH:18][CH:17]=2)[CH:9]=1)[CH3:2].[CH3:31][N:32]1[CH:36]=[CH:35][N:34]=[C:33]1[C:37](O)=[O:38].CN([P+](ON1N=NC2C=CC=CC1=2)(N(C)C)N(C)C)C.F[P-](F)(F)(F)(F)F.C(N(C(C)C)CC)(C)C, predict the reaction product. (4) Given the reactants [CH3:1][N:2]([CH3:33])[C:3]1[C:12](/[CH:13]=[CH:14]/[C:15]2[N:20]=[C:19]([N:21]3[CH2:25][CH2:24][CH2:23][CH2:22]3)[CH:18]=[C:17]([NH:26][CH:27]3[CH2:32][CH2:31][O:30][CH2:29][CH2:28]3)[N:16]=2)=[N:11][C:10]2[C:5](=[CH:6][CH:7]=[CH:8][CH:9]=2)[N:4]=1.[ClH:34], predict the reaction product. The product is: [ClH:34].[ClH:34].[CH3:33][N:2]([CH3:1])[C:3]1[C:12](/[CH:13]=[CH:14]/[C:15]2[N:20]=[C:19]([N:21]3[CH2:25][CH2:24][CH2:23][CH2:22]3)[CH:18]=[C:17]([NH:26][CH:27]3[CH2:28][CH2:29][O:30][CH2:31][CH2:32]3)[N:16]=2)=[N:11][C:10]2[C:5](=[CH:6][CH:7]=[CH:8][CH:9]=2)[N:4]=1.[CH3:33][N:2]([CH3:1])[C:3]1[C:12](/[CH:13]=[CH:14]/[C:15]2[N:20]=[C:19]([N:21]3[CH2:25][CH2:24][CH2:23][CH2:22]3)[CH:18]=[C:17]([NH:26][CH:27]3[CH2:28][CH2:29][O:30][CH2:31][CH2:32]3)[N:16]=2)=[N:11][C:10]2[C:5](=[CH:6][CH:7]=[CH:8][CH:9]=2)[N:4]=1. (5) Given the reactants [2H][C:2]1[C:7]([2H])=[C:6]([NH2:9])[C:5]([NH2:10])=[C:4]([2H])[C:3]=1[2H].[Cl:13][C:14]([Cl:20])([Cl:19])[C:15](=N)OC, predict the reaction product. The product is: [Cl:13][C:14]([Cl:20])([Cl:19])[C:15]1[NH:10][C:5]2[CH:4]=[CH:3][CH:2]=[CH:7][C:6]=2[N:9]=1. (6) Given the reactants [C:1]1([CH3:10])[CH:6]=[CH:5][C:4]([N:7]=[N+]=[N-])=[CH:3][CH:2]=1.[CH3:11][C:12]1[CH2:17][CH2:16][CH2:15][CH2:14][CH:13]=1, predict the reaction product. The product is: [CH3:11][C:12]12[N:7]([C:4]3[CH:5]=[CH:6][C:1]([CH3:10])=[CH:2][CH:3]=3)[CH:17]1[CH2:16][CH2:15][CH2:14][CH2:13]2. (7) Given the reactants [CH3:1][C:2]1[N:7]([CH2:8][C:9]2[S:10][C:11]([C:14]([F:17])([F:16])[F:15])=[CH:12][CH:13]=2)[C:6](=[O:18])[N:5]=[C:4](SC)[N:3]=1.Cl.[F:22][CH:23]([F:35])[O:24][C:25]1[CH:26]=[C:27]2[C:32](=[CH:33][CH:34]=1)[CH2:31][NH:30][CH2:29][CH2:28]2, predict the reaction product. The product is: [F:35][CH:23]([F:22])[O:24][C:25]1[CH:26]=[C:27]2[C:32](=[CH:33][CH:34]=1)[CH2:31][N:30]([C:4]1[N:3]=[C:2]([CH3:1])[N:7]([CH2:8][C:9]3[S:10][C:11]([C:14]([F:17])([F:16])[F:15])=[CH:12][CH:13]=3)[C:6](=[O:18])[N:5]=1)[CH2:29][CH2:28]2. (8) Given the reactants [CH3:1][C:2]1([C:7]2[O:11][C:10]([CH2:12][N:13]3[CH:17]=[C:16]([NH2:18])[CH:15]=[N:14]3)=[CH:9][CH:8]=2)[O:6]CCO1.[CH3:19][O:20][C:21]1[CH:26]=[CH:25][C:24](/[CH:27]=[CH:28]/[C:29](O)=[O:30])=[CH:23][CH:22]=1, predict the reaction product. The product is: [C:2]([C:7]1[O:11][C:10]([CH2:12][N:13]2[CH:17]=[C:16]([NH:18][C:29](=[O:30])/[CH:28]=[CH:27]/[C:24]3[CH:25]=[CH:26][C:21]([O:20][CH3:19])=[CH:22][CH:23]=3)[CH:15]=[N:14]2)=[CH:9][CH:8]=1)(=[O:6])[CH3:1]. (9) Given the reactants [F:1][C:2]1[N:7]=[CH:6][C:5]([C:8]2[CH:13]=[CH:12][N:11]([CH3:14])[C:10](=[O:15])[CH:9]=2)=[CH:4][CH:3]=1, predict the reaction product. The product is: [F:1][C:2]1[N:7]=[CH:6][C:5]([CH:8]2[CH2:13][CH2:12][N:11]([CH3:14])[C:10](=[O:15])[CH2:9]2)=[CH:4][CH:3]=1. (10) Given the reactants [C:1]([O:5][C:6]([N:8]1[CH2:39][CH2:38][C:11]2([NH:15][CH:14]([CH2:16][C:17]3[CH:22]=[CH:21][C:20]([C:23]([CH3:26])([CH3:25])[CH3:24])=[CH:19][CH:18]=3)[N:13]([CH2:27][CH2:28][C:29]3[CH:34]=[CH:33][C:32]([O:35][CH3:36])=[CH:31][CH:30]=3)[C:12]2=[O:37])[CH2:10][CH2:9]1)=[O:7])([CH3:4])([CH3:3])[CH3:2].[CH3:40]I, predict the reaction product. The product is: [C:1]([O:5][C:6]([N:8]1[CH2:9][CH2:10][C:11]2([N:15]([CH3:40])[CH:14]([CH2:16][C:17]3[CH:22]=[CH:21][C:20]([C:23]([CH3:24])([CH3:26])[CH3:25])=[CH:19][CH:18]=3)[N:13]([CH2:27][CH2:28][C:29]3[CH:30]=[CH:31][C:32]([O:35][CH3:36])=[CH:33][CH:34]=3)[C:12]2=[O:37])[CH2:38][CH2:39]1)=[O:7])([CH3:2])([CH3:3])[CH3:4].